From a dataset of Full USPTO retrosynthesis dataset with 1.9M reactions from patents (1976-2016). Predict the reactants needed to synthesize the given product. (1) Given the product [CH2:34]([O:36][C:37](=[O:48])[CH2:38][C:39]1[CH:40]=[N:41][C:42]([O:46][CH3:47])=[C:43]([C:13]2[CH:14]=[CH:15][C:16]([C:18]([F:19])([F:20])[F:21])=[CH:17][C:12]=2[CH2:11][N:10]([CH2:31][CH3:32])[C:9]([NH:8][CH2:1][C:2]2[CH:7]=[CH:6][CH:5]=[CH:4][CH:3]=2)=[O:33])[CH:44]=1)[CH3:35], predict the reactants needed to synthesize it. The reactants are: [CH2:1]([NH:8][C:9](=[O:33])[N:10]([CH2:31][CH3:32])[CH2:11][C:12]1[CH:17]=[C:16]([C:18]([F:21])([F:20])[F:19])[CH:15]=[CH:14][C:13]=1B1OC(C)(C)C(C)(C)O1)[C:2]1[CH:7]=[CH:6][CH:5]=[CH:4][CH:3]=1.[CH2:34]([O:36][C:37](=[O:48])[CH2:38][C:39]1[CH:40]=[N:41][C:42]([O:46][CH3:47])=[C:43](Br)[CH:44]=1)[CH3:35]. (2) Given the product [Cl:34][C:35]1[CH:40]=[C:39]([Cl:41])[CH:38]=[CH:37][C:36]=1[C:42]([N:44]=[C:45]=[S:46])=[O:43].[Cl:34][C:35]1[CH:40]=[C:39]([Cl:41])[CH:38]=[CH:37][C:36]=1[C:42]([NH:44][C:45]([NH:31][C:30]1[CH:32]=[CH:33][C:27]([O:26][C:17]2[C:16]3[C:21](=[CH:22][C:23]([O:24][CH3:25])=[C:14]([O:13][CH3:12])[CH:15]=3)[N:20]=[CH:19][N:18]=2)=[CH:28][CH:29]=1)=[S:46])=[O:43], predict the reactants needed to synthesize it. The reactants are: ClC1C=C(Cl)C=CC=1C(Cl)=O.[CH3:12][O:13][C:14]1[CH:15]=[C:16]2[C:21](=[CH:22][C:23]=1[O:24][CH3:25])[N:20]=[CH:19][N:18]=[C:17]2[O:26][C:27]1[CH:33]=[CH:32][C:30]([NH2:31])=[CH:29][CH:28]=1.[Cl:34][C:35]1[CH:40]=[C:39]([Cl:41])[CH:38]=[CH:37][C:36]=1[C:42]([N:44]=[C:45]=[S:46])=[O:43]. (3) The reactants are: C[O:2][C:3]1[CH:4]=[C:5]([CH:11]=[CH:12][C:13]2[O:17][N:16]=[C:15]([CH2:18][CH3:19])[N:14]=2)[CH:6]=[CH:7][C:8]=1[O:9]C.B(Br)(Br)Br.C(=O)([O-])[O-].[Na+].[Na+]. Given the product [CH2:18]([C:15]1[N:14]=[C:13]([CH:12]=[CH:11][C:5]2[CH:4]=[C:3]([OH:2])[C:8]([OH:9])=[CH:7][CH:6]=2)[O:17][N:16]=1)[CH3:19], predict the reactants needed to synthesize it. (4) Given the product [F:1][C:2]1[CH:7]=[CH:6][C:5]([F:8])=[CH:4][C:3]=1[C:9]1[CH2:13][N:12]([C:14]([N:16]([CH3:17])[CH3:18])=[O:15])[C:11]([CH2:25][CH2:26][CH2:27][OH:28])([C:19]2[CH:24]=[CH:23][CH:22]=[CH:21][CH:20]=2)[CH:10]=1, predict the reactants needed to synthesize it. The reactants are: [F:1][C:2]1[CH:7]=[CH:6][C:5]([F:8])=[CH:4][C:3]=1[C:9]1[CH2:13][N:12]([C:14]([N:16]([CH3:18])[CH3:17])=[O:15])[C:11]([CH2:25][CH2:26][C:27](OC)=[O:28])([C:19]2[CH:24]=[CH:23][CH:22]=[CH:21][CH:20]=2)[CH:10]=1.[H-].[Al+3].[Li+].[H-].[H-].[H-]. (5) The reactants are: [OH:1][C:2]1[CH:7]=[CH:6][CH:5]=[C:4]([N+:8]([O-])=O)[C:3]=1[NH:11][C:12](=[O:18])[O:13][C:14]([CH3:17])([CH3:16])[CH3:15]. Given the product [NH2:8][C:4]1[CH:5]=[CH:6][CH:7]=[C:2]([OH:1])[C:3]=1[NH:11][C:12](=[O:18])[O:13][C:14]([CH3:16])([CH3:15])[CH3:17], predict the reactants needed to synthesize it. (6) The reactants are: [Br:1][C:2]1[C:3]([C:28]([F:31])([F:30])[F:29])=[CH:4][C:5]([N+:25]([O-])=O)=[C:6]([NH:8][CH:9]2[CH2:14][CH2:13][N:12]([C@H:15]3[CH2:20][CH2:19][C@H:18]([O:21][CH2:22][CH2:23][CH3:24])[CH2:17][CH2:16]3)[CH2:11][CH2:10]2)[CH:7]=1.O.NN. Given the product [Br:1][C:2]1[CH:7]=[C:6]([NH:8][CH:9]2[CH2:14][CH2:13][N:12]([C@H:15]3[CH2:16][CH2:17][C@H:18]([O:21][CH2:22][CH2:23][CH3:24])[CH2:19][CH2:20]3)[CH2:11][CH2:10]2)[C:5]([NH2:25])=[CH:4][C:3]=1[C:28]([F:31])([F:29])[F:30], predict the reactants needed to synthesize it.